This data is from Forward reaction prediction with 1.9M reactions from USPTO patents (1976-2016). The task is: Predict the product of the given reaction. (1) Given the reactants [H-].[Na+].[OH:3][CH2:4][CH2:5][NH:6][C:7](=[O:10])[CH2:8][CH3:9].Cl[C:12]1[N:17]=[CH:16][C:15]([C:18]([N:20]2[C@H:24]([CH2:25][CH:26]([CH3:28])[CH3:27])[CH2:23][O:22][C:21]2([CH3:30])[CH3:29])=[O:19])=[CH:14][C:13]=1[C:31]1[CH:36]=[CH:35][C:34]([Cl:37])=[CH:33][CH:32]=1.O, predict the reaction product. The product is: [Cl:37][C:34]1[CH:35]=[CH:36][C:31]([C:13]2[C:12]([O:3][CH2:4][CH2:5][NH:6][C:7](=[O:10])[CH2:8][CH3:9])=[N:17][CH:16]=[C:15]([C:18]([N:20]3[C@H:24]([CH2:25][CH:26]([CH3:28])[CH3:27])[CH2:23][O:22][C:21]3([CH3:30])[CH3:29])=[O:19])[CH:14]=2)=[CH:32][CH:33]=1. (2) Given the reactants [Br:1][C:2]1[CH:7]=[CH:6][C:5]([C:8]2[N:13]=[C:12](Cl)[N:11]3[CH:15]=[CH:16][N:17]=[C:10]3[CH:9]=2)=[CH:4][CH:3]=1.C(=O)([O-])[O-].[K+].[K+].CC1(C)C(C)(C)OB([C:32]2[CH:33]=[N:34][N:35]([CH2:37][O:38][CH2:39][CH2:40][Si:41]([CH3:44])([CH3:43])[CH3:42])[CH:36]=2)O1.O, predict the reaction product. The product is: [Br:1][C:2]1[CH:7]=[CH:6][C:5]([C:8]2[N:13]=[C:12]([C:32]3[CH:33]=[N:34][N:35]([CH2:37][O:38][CH2:39][CH2:40][Si:41]([CH3:44])([CH3:43])[CH3:42])[CH:36]=3)[N:11]3[CH:15]=[CH:16][N:17]=[C:10]3[CH:9]=2)=[CH:4][CH:3]=1.